Dataset: TCR-epitope binding with 47,182 pairs between 192 epitopes and 23,139 TCRs. Task: Binary Classification. Given a T-cell receptor sequence (or CDR3 region) and an epitope sequence, predict whether binding occurs between them. (1) The epitope is KMQRMLLEK. The TCR CDR3 sequence is CASSPYSGGLYNEQFF. Result: 0 (the TCR does not bind to the epitope). (2) The epitope is KLSYGIATV. The TCR CDR3 sequence is CASRDRNTGELFF. Result: 0 (the TCR does not bind to the epitope). (3) The epitope is TFYLTNDVSFL. The TCR CDR3 sequence is CASSQEAGVFDYGYTF. Result: 0 (the TCR does not bind to the epitope).